From a dataset of Peptide-MHC class II binding affinity with 134,281 pairs from IEDB. Regression. Given a peptide amino acid sequence and an MHC pseudo amino acid sequence, predict their binding affinity value. This is MHC class II binding data. (1) The peptide sequence is LNVTSEDLGKTFSVG. The MHC is HLA-DQA10102-DQB10501 with pseudo-sequence HLA-DQA10102-DQB10501. The binding affinity (normalized) is 0.308. (2) The peptide sequence is VDRDTARRHLAEGKV. The MHC is DRB4_0103 with pseudo-sequence DRB4_0103. The binding affinity (normalized) is 0.429. (3) The peptide sequence is NTARLMAGAGPAPML. The MHC is DRB1_0802 with pseudo-sequence DRB1_0802. The binding affinity (normalized) is 0.357.